This data is from Reaction yield outcomes from USPTO patents with 853,638 reactions. The task is: Predict the reaction yield, written as a fraction of the theoretical maximum amount of product (1.0 means a 100% yield; for example, 0.34 means a 34% yield). The reactants are [C:1]1([C:7](=O)[C:8]([C:10]2[CH:15]=[CH:14][N:13]=[CH:12][CH:11]=2)=O)[CH:6]=[CH:5][CH:4]=[CH:3]C=1.Cl.[CH3:18][NH:19][C:20]([NH2:22])=[NH:21].[C:23]([O-:26])([O-])=O.[Na+].[Na+]. The catalyst is CCO.O. The product is [NH2:22][C:20]1[N:19]([CH3:18])[C:23](=[O:26])[C:8]([C:7]2[CH:3]=[CH:4][CH:5]=[CH:6][CH:1]=2)([C:10]2[CH:11]=[CH:12][N:13]=[CH:14][CH:15]=2)[N:21]=1. The yield is 0.620.